From a dataset of NCI-60 drug combinations with 297,098 pairs across 59 cell lines. Regression. Given two drug SMILES strings and cell line genomic features, predict the synergy score measuring deviation from expected non-interaction effect. (1) Drug 1: CC1C(C(CC(O1)OC2CC(CC3=C2C(=C4C(=C3O)C(=O)C5=C(C4=O)C(=CC=C5)OC)O)(C(=O)C)O)N)O.Cl. Drug 2: CC1=C(C(CCC1)(C)C)C=CC(=CC=CC(=CC(=O)O)C)C. Cell line: HCT116. Synergy scores: CSS=16.2, Synergy_ZIP=-0.909, Synergy_Bliss=-4.60, Synergy_Loewe=-38.6, Synergy_HSA=-4.40. (2) Drug 1: CC1=C(C=C(C=C1)NC(=O)C2=CC=C(C=C2)CN3CCN(CC3)C)NC4=NC=CC(=N4)C5=CN=CC=C5. Drug 2: CC1=C2C(C(=O)C3(C(CC4C(C3C(C(C2(C)C)(CC1OC(=O)C(C(C5=CC=CC=C5)NC(=O)OC(C)(C)C)O)O)OC(=O)C6=CC=CC=C6)(CO4)OC(=O)C)O)C)O. Cell line: IGROV1. Synergy scores: CSS=6.14, Synergy_ZIP=4.36, Synergy_Bliss=7.34, Synergy_Loewe=5.88, Synergy_HSA=5.82. (3) Drug 1: CS(=O)(=O)C1=CC(=C(C=C1)C(=O)NC2=CC(=C(C=C2)Cl)C3=CC=CC=N3)Cl. Drug 2: C1C(C(OC1N2C=NC(=NC2=O)N)CO)O. Cell line: UACC62. Synergy scores: CSS=4.82, Synergy_ZIP=-1.12, Synergy_Bliss=2.58, Synergy_Loewe=-4.93, Synergy_HSA=1.95.